From a dataset of Reaction yield outcomes from USPTO patents with 853,638 reactions. Predict the reaction yield, written as a fraction of the theoretical maximum amount of product (1.0 means a 100% yield; for example, 0.34 means a 34% yield). (1) The reactants are [Br:1][C:2]1[N:7]=[C:6]([C:8]([OH:10])=O)[CH:5]=[CH:4][CH:3]=1.[NH3:11]. The catalyst is S(Cl)(Cl)=O.O1CCOCC1. The product is [Br:1][C:2]1[N:7]=[C:6]([C:8]([NH2:11])=[O:10])[CH:5]=[CH:4][CH:3]=1. The yield is 0.450. (2) The reactants are [CH3:1][CH2:2][NH:3][C:4]([C@H:6]1[O:10][C@@H:9]([N:11]2[C:15]3[N:16]=[C:17]([C:21]#[C:22][CH2:23][CH:24]4[CH2:29][CH2:28][CH:27]([C:30]([O:32]C)=O)[CH2:26][CH2:25]4)[N:18]=[C:19]([NH2:20])[C:14]=3[N:13]=[CH:12]2)[C@H:8]([OH:34])[C@@H:7]1[OH:35])=[O:5].CO.[NH3:38]. No catalyst specified. The product is [CH2:2]([NH:3][C:4]([CH:6]1[CH:7]([OH:35])[CH:8]([OH:34])[CH:9]([N:11]2[CH:12]=[N:13][C:14]3[C:15]2=[N:16][C:17]([C:21]#[C:22][CH2:23][CH:24]2[CH2:25][CH2:26][CH:27]([C:30](=[O:32])[NH2:38])[CH2:28][CH2:29]2)=[N:18][C:19]=3[NH2:20])[O:10]1)=[O:5])[CH3:1]. The yield is 0.830. (3) The reactants are [CH2:1]([C:3]1[N:4]([C:28]2[CH:33]=[CH:32][C:31]([OH:34])=[CH:30][CH:29]=2)[C:5](=[O:27])[C:6]([CH2:12][C:13]2[CH:18]=[CH:17][C:16]([C:19]3[C:20]([C:25]#[N:26])=[CH:21][CH:22]=[CH:23][CH:24]=3)=[CH:15][CH:14]=2)=[C:7]([CH2:9][CH2:10][CH3:11])[N:8]=1)[CH3:2].[Si:35]([O:42][C:43]([C@@H:46]1[CH2:51][CH2:50][C@H:49](O)[CH2:48][CH2:47]1)([CH3:45])[CH3:44])([C:38]([CH3:41])([CH3:40])[CH3:39])([CH3:37])[CH3:36].C1(P(C2C=CC=CC=2)C2C=CC=CC=2)C=CC=CC=1.N(C(OC(C)C)=O)=NC(OC(C)C)=O. The catalyst is O1CCCC1.O.C(OCC)(=O)C. The product is [Si:35]([O:42][C:43]([C@H:46]1[CH2:47][CH2:48][C@H:49]([O:34][C:31]2[CH:32]=[CH:33][C:28]([N:4]3[C:5](=[O:27])[C:6]([CH2:12][C:13]4[CH:18]=[CH:17][C:16]([C:19]5[C:20]([C:25]#[N:26])=[CH:21][CH:22]=[CH:23][CH:24]=5)=[CH:15][CH:14]=4)=[C:7]([CH2:9][CH2:10][CH3:11])[N:8]=[C:3]3[CH2:1][CH3:2])=[CH:29][CH:30]=2)[CH2:50][CH2:51]1)([CH3:45])[CH3:44])([C:38]([CH3:39])([CH3:40])[CH3:41])([CH3:37])[CH3:36]. The yield is 0.540. (4) The reactants are [C:1]([C:4]1[C:5](=[O:19])[N:6]([C:12]2[CH:17]=[CH:16][CH:15]=[CH:14][C:13]=2[Cl:18])[C:7]([CH3:11])=[CH:8][C:9]=1[OH:10])(=[O:3])[CH3:2].C(=O)([O-])[O-].[K+].[K+].[CH2:26](Br)[C:27]1[CH:32]=[CH:31][CH:30]=[CH:29][CH:28]=1. The catalyst is CN(C=O)C. The product is [C:1]([C:4]1[C:5](=[O:19])[N:6]([C:12]2[CH:17]=[CH:16][CH:15]=[CH:14][C:13]=2[Cl:18])[C:7]([CH3:11])=[CH:8][C:9]=1[O:10][CH2:26][C:27]1[CH:32]=[CH:31][CH:30]=[CH:29][CH:28]=1)(=[O:3])[CH3:2]. The yield is 0.750. (5) The reactants are C(OC([N:8]1[CH2:12][CH2:11][CH2:10][C@@H:9]1[CH2:13][O:14][C:15]1[CH:20]=[CH:19][C:18]([O:21][C:22]2[CH:27]=[CH:26][C:25]([Cl:28])=[CH:24][CH:23]=2)=[CH:17][CH:16]=1)=O)(C)(C)C.Cl. The catalyst is O1CCOCC1. The product is [Cl:28][C:25]1[CH:26]=[CH:27][C:22]([O:21][C:18]2[CH:19]=[CH:20][C:15]([O:14][CH2:13][C@H:9]3[CH2:10][CH2:11][CH2:12][NH:8]3)=[CH:16][CH:17]=2)=[CH:23][CH:24]=1. The yield is 0.840. (6) The yield is 0.380. The reactants are [NH:1]1[C:10]2[C:5](=[CH:6][CH:7]=[CH:8][CH:9]=2)[CH2:4][CH:3]([OH:11])[CH2:2]1.N1C=CN=C1.[Si:17](Cl)([C:20]([CH3:23])([CH3:22])[CH3:21])([CH3:19])[CH3:18]. The product is [Si:17]([O:11][CH:3]1[CH2:4][C:5]2[C:10](=[CH:9][CH:8]=[CH:7][CH:6]=2)[NH:1][CH2:2]1)([C:20]([CH3:23])([CH3:22])[CH3:21])([CH3:19])[CH3:18]. The catalyst is C1COCC1. (7) The reactants are [C:1]([Si:5]([CH3:32])([CH3:31])[O:6][CH:7]([C:25]1[CH:30]=[CH:29][CH:28]=[CH:27][CH:26]=1)[CH2:8][CH2:9][CH2:10][C:11]([N:13]1[CH:17]([C:18]2[CH:23]=[CH:22][CH:21]=[CH:20][CH:19]=2)[CH2:16][O:15][C:14]1=[O:24])=[O:12])([CH3:4])([CH3:3])[CH3:2].[CH3:33][O:34][C:35]1[CH:51]=[CH:50][C:38]([CH:39]=[N:40][C:41]2[CH:46]=[CH:45][C:44]([N+:47]([O-:49])=[O:48])=[CH:43][CH:42]=2)=[CH:37][CH:36]=1.C(N(C(C)C)CC)(C)C.C[Si](Cl)(C)C.S([O-])(O)=O.[Na+]. The catalyst is C(Cl)Cl.C(O)(=O)C. The product is [C:1]([Si:5]([CH3:32])([CH3:31])[O:6][CH:7]([C:25]1[CH:30]=[CH:29][CH:28]=[CH:27][CH:26]=1)[CH2:8][CH2:9][CH:10]([CH:39]([C:38]1[CH:50]=[CH:51][C:35]([O:34][CH3:33])=[CH:36][CH:37]=1)[NH:40][C:41]1[CH:42]=[CH:43][C:44]([N+:47]([O-:49])=[O:48])=[CH:45][CH:46]=1)[C:11]([N:13]1[CH:17]([C:18]2[CH:19]=[CH:20][CH:21]=[CH:22][CH:23]=2)[CH2:16][O:15][C:14]1=[O:24])=[O:12])([CH3:4])([CH3:3])[CH3:2]. The yield is 0.740. (8) The reactants are CS(O[CH2:6][C:7]1[N:12]([CH3:13])[C:11](=[O:14])[C:10]2[N:15]([CH2:18][C:19]3[CH:24]=[CH:23][CH:22]=[CH:21][CH:20]=3)[CH:16]=[CH:17][C:9]=2[C:8]=1[C:25]1[CH:30]=[CH:29][C:28]([Cl:31])=[CH:27][CH:26]=1)(=O)=O.[C-:32]#[N:33].[K+]. The catalyst is CN(C)C=O. The product is [CH2:18]([N:15]1[C:10]2[C:11](=[O:14])[N:12]([CH3:13])[C:7]([CH2:6][C:32]#[N:33])=[C:8]([C:25]3[CH:26]=[CH:27][C:28]([Cl:31])=[CH:29][CH:30]=3)[C:9]=2[CH:17]=[CH:16]1)[C:19]1[CH:20]=[CH:21][CH:22]=[CH:23][CH:24]=1. The yield is 0.670.